Task: Predict the reaction yield, written as a fraction of the theoretical maximum amount of product (1.0 means a 100% yield; for example, 0.34 means a 34% yield).. Dataset: Reaction yield outcomes from USPTO patents with 853,638 reactions The reactants are [Cl:1][C:2]1[CH:7]=[C:6]([Cl:8])[CH:5]=[CH:4][C:3]=1[C:9]([C:11]1[O:12][C:13]2[CH:20]=[C:19](B3OC(C)(C)C(C)(C)O3)[CH:18]=[CH:17][C:14]=2[C:15]=1[CH3:16])=O.Br[C:31]1[CH:32]=[C:33]([CH:37]=[CH:38][CH:39]=1)[C:34]([NH2:36])=[O:35].ClCCl.C([O-])([O-])=O.[Na+].[Na+]. The catalyst is C1(C)C=CC=CC=1.C(O)C.C1C=CC(P(C2C=CC=CC=2)[C-]2C=CC=C2)=CC=1.C1C=CC(P(C2C=CC=CC=2)[C-]2C=CC=C2)=CC=1.Cl[Pd]Cl.[Fe+2]. The product is [Cl:1][C:2]1[CH:7]=[C:6]([Cl:8])[CH:5]=[CH:4][C:3]=1[CH2:9][C:11]1[O:12][C:13]2[CH:20]=[C:19]([C:32]3[CH:31]=[CH:39][CH:38]=[CH:37][C:33]=3[C:34]([NH2:36])=[O:35])[CH:18]=[CH:17][C:14]=2[C:15]=1[CH3:16]. The yield is 0.420.